This data is from Full USPTO retrosynthesis dataset with 1.9M reactions from patents (1976-2016). The task is: Predict the reactants needed to synthesize the given product. (1) Given the product [Br:21][CH2:22][C@@H:23]([OH:29])[CH2:24][C:25]([O:27][CH3:28])=[O:26], predict the reactants needed to synthesize it. The reactants are: O=C[C@@H]([C@H]([C@@H]([C@@H](CO)O)O)O)O.C(OCCCC)(=O)C.[Br:21][CH2:22][C:23](=[O:29])[CH2:24][C:25]([O:27][CH3:28])=[O:26].C(=O)([O-])[O-].[Na+].[Na+]. (2) Given the product [CH:46]1([N:49]([CH:50]2[CH2:51][CH2:52][N:53]([C:56]3[O:60][N:59]=[C:58]([C:61]4[CH:66]=[CH:65][CH:64]=[CH:63][CH:62]=4)[N:57]=3)[CH2:54][CH2:55]2)[C:43]([C:40]2[CH:41]=[N:42][C:37]([N:32]3[CH:36]=[CH:35][N:34]=[CH:33]3)=[N:38][CH:39]=2)=[O:45])[CH2:48][CH2:47]1, predict the reactants needed to synthesize it. The reactants are: F[B-](F)(F)F.N1(OC(N(C)C)=[N+](C)C)C2C=CC=CC=2N=N1.C(N(C(C)C)C(C)C)C.[N:32]1([C:37]2[N:42]=[CH:41][C:40]([C:43]([OH:45])=O)=[CH:39][N:38]=2)[CH:36]=[CH:35][N:34]=[CH:33]1.[CH:46]1([NH:49][CH:50]2[CH2:55][CH2:54][N:53]([C:56]3[O:60][N:59]=[C:58]([C:61]4[CH:66]=[CH:65][CH:64]=[CH:63][CH:62]=4)[N:57]=3)[CH2:52][CH2:51]2)[CH2:48][CH2:47]1. (3) Given the product [C:11]1([C:9]([C:7]([C:1]2[CH:6]=[CH:5][CH:4]=[CH:3][CH:2]=2)=[O:8])=[O:10])[CH:12]=[CH:13][CH:14]=[CH:15][CH:16]=1, predict the reactants needed to synthesize it. The reactants are: [C:1]1([C:7]([CH:9]([C:11]2[CH:16]=[CH:15][CH:14]=[CH:13][CH:12]=2)[OH:10])=[O:8])[CH:6]=[CH:5][CH:4]=[CH:3][CH:2]=1.O=O.O=C1O[C@H]([C@H](CO)O)C(O)=C1O. (4) Given the product [Cl:1][C:2]1[CH:3]=[C:4]([C:12]2[O:16][N:15]=[C:14]([C:17]3[CH:18]=[CH:19][CH:20]=[C:21]4[C:25]=3[NH:24][CH:23]=[C:22]4[CH2:26][CH2:27][C:28]([NH:31][CH2:32][C:33]([O:35][CH2:36][CH3:37])=[O:34])=[O:29])[N:13]=2)[CH:5]=[CH:6][C:7]=1[O:8][CH:9]([CH3:10])[CH3:11], predict the reactants needed to synthesize it. The reactants are: [Cl:1][C:2]1[CH:3]=[C:4]([C:12]2[O:16][N:15]=[C:14]([C:17]3[CH:18]=[CH:19][CH:20]=[C:21]4[C:25]=3[NH:24][CH:23]=[C:22]4[CH2:26][CH2:27][C:28](O)=[O:29])[N:13]=2)[CH:5]=[CH:6][C:7]=1[O:8][CH:9]([CH3:11])[CH3:10].[NH2:31][CH2:32][C:33]([O:35][CH2:36][CH3:37])=[O:34].CN(C(ON1N=NC2C=CC=NC1=2)=[N+](C)C)C.F[P-](F)(F)(F)(F)F.CCN(C(C)C)C(C)C.